Dataset: Catalyst prediction with 721,799 reactions and 888 catalyst types from USPTO. Task: Predict which catalyst facilitates the given reaction. (1) Reactant: [C:1]([O:5][C:6]([NH:8][C@@H:9]([C@@H:22]([O:25][C@@H:26]([CH2:28][CH2:29][CH:30]=[CH2:31])[CH3:27])[CH2:23][CH3:24])[C:10]([N:12]1[CH2:16][C@H:15]([OH:17])[CH2:14][C@H:13]1[C:18]([O:20]C)=[O:19])=[O:11])=[O:7])([CH3:4])([CH3:3])[CH3:2].OC1CNC(C([O-])=O)C1.C1COCC1.[OH-].[Li+]. Product: [C:1]([O:5][C:6]([NH:8][C@@H:9]([C@@H:22]([O:25][C@@H:26]([CH2:28][CH2:29][CH:30]=[CH2:31])[CH3:27])[CH2:23][CH3:24])[C:10]([N:12]1[CH2:16][C@H:15]([OH:17])[CH2:14][C@H:13]1[C:18]([OH:20])=[O:19])=[O:11])=[O:7])([CH3:2])([CH3:4])[CH3:3]. The catalyst class is: 5. (2) Reactant: [Cl:1][C:2]1[N:3]=[C:4](Cl)[C:5]2[CH2:10][CH2:9][CH:8]([C:11]3[CH:16]=[CH:15][C:14]([Cl:17])=[CH:13][CH:12]=3)[C:6]=2[N:7]=1.[CH3:19][NH:20][CH3:21]. Product: [Cl:1][C:2]1[N:3]=[C:4]([N:20]([CH3:21])[CH3:19])[C:5]2[CH2:10][CH2:9][CH:8]([C:11]3[CH:16]=[CH:15][C:14]([Cl:17])=[CH:13][CH:12]=3)[C:6]=2[N:7]=1. The catalyst class is: 5. (3) Reactant: [F:1][C:2]([F:33])([F:32])[C:3]1[CH:4]=[C:5]([CH:25]=[C:26]([C:28]([F:31])([F:30])[F:29])[CH:27]=1)[C:6]([N:8]1[CH2:13][CH2:12][NH:11][CH2:10][C@H:9]1[CH2:14][C:15]1[CH:24]=[CH:23][C:22]2[C:17](=[CH:18][CH:19]=[CH:20][CH:21]=2)[CH:16]=1)=[O:7].[ClH:34].[S:35]1[CH2:40][CH2:39][N:38]([CH2:41][C:42]#[C:43][CH2:44][Cl:45])[CH2:37][CH2:36]1.C(=O)([O-])[O-].[K+].[K+].[I-].[K+]. Product: [ClH:45].[ClH:34].[F:31][C:28]([F:29])([F:30])[C:26]1[CH:25]=[C:5]([CH:4]=[C:3]([C:2]([F:1])([F:32])[F:33])[CH:27]=1)[C:6]([N:8]1[CH2:13][CH2:12][N:11]([CH2:44][C:43]#[C:42][CH2:41][N:38]2[CH2:39][CH2:40][S:35][CH2:36][CH2:37]2)[CH2:10][C@H:9]1[CH2:14][C:15]1[CH:24]=[CH:23][C:22]2[C:17](=[CH:18][CH:19]=[CH:20][CH:21]=2)[CH:16]=1)=[O:7]. The catalyst class is: 10. (4) Reactant: [CH3:1][O:2][CH2:3][O:4][CH2:5][C:6]1[CH:11]=[CH:10][CH:9]=[CH:8][C:7]=1[CH:12]([C:17]1[CH:22]=[CH:21][CH:20]=[CH:19][CH:18]=1)[CH2:13][N+:14]([O-])=O. Product: [CH3:1][O:2][CH2:3][O:4][CH2:5][C:6]1[CH:11]=[CH:10][CH:9]=[CH:8][C:7]=1[CH:12]([C:17]1[CH:22]=[CH:21][CH:20]=[CH:19][CH:18]=1)[CH2:13][NH2:14]. The catalyst class is: 227. (5) Reactant: Cl[C:2]1[S:3][C:4]([CH2:7][O:8][CH:9]2[CH2:14][CH2:13][CH2:12][CH2:11][O:10]2)=[CH:5][N:6]=1.C(=O)([O-])[O-].[K+].[K+]. Product: [O:10]1[CH2:11][CH2:12][CH2:13][CH2:14][CH:9]1[O:8][CH2:7][C:4]1[S:3][CH:2]=[N:6][CH:5]=1. The catalyst class is: 352. (6) Reactant: [C:1]([C:3]1[N:8]=[C:7]([NH:9][CH2:10][CH:11]2[CH2:16][CH2:15][CH2:14][CH2:13][CH2:12]2)[C:6]([C:17]([OH:19])=O)=[CH:5][N:4]=1)#[N:2].[N:20]1([CH2:26][CH:27]([NH2:34])[C:28]2[CH:33]=[CH:32][CH:31]=[CH:30][CH:29]=2)[CH2:25][CH2:24][O:23][CH2:22][CH2:21]1.CCN=C=NCCCN(C)C.Cl.O.C1C=NC2N(O)N=NC=2C=1. Product: [N:20]1([CH2:26][CH:27]([NH:34][C:17]([C:6]2[C:7]([NH:9][CH2:10][CH:11]3[CH2:12][CH2:13][CH2:14][CH2:15][CH2:16]3)=[N:8][C:3]([C:1]#[N:2])=[N:4][CH:5]=2)=[O:19])[C:28]2[CH:29]=[CH:30][CH:31]=[CH:32][CH:33]=2)[CH2:25][CH2:24][O:23][CH2:22][CH2:21]1. The catalyst class is: 31. (7) Reactant: [OH:1][CH2:2][C:3]1([C:16]2[CH:21]=[CH:20][CH:19]=[CH:18][CH:17]=2)[CH2:8][CH2:7][N:6]([C:9]([O:11][C:12]([CH3:15])([CH3:14])[CH3:13])=[O:10])[CH2:5][CH2:4]1.[Br:22][C:23]1[CH:28]=[C:27]([C:29]([F:32])([F:31])[F:30])[CH:26]=[C:25]([C@@H:33](Br)[CH3:34])[CH:24]=1.[H-].[Na+].CO.C(=O)=O. Product: [Br:22][C:23]1[CH:24]=[C:25]([C@H:33]([O:1][CH2:2][C:3]2([C:16]3[CH:17]=[CH:18][CH:19]=[CH:20][CH:21]=3)[CH2:8][CH2:7][N:6]([C:9]([O:11][C:12]([CH3:14])([CH3:15])[CH3:13])=[O:10])[CH2:5][CH2:4]2)[CH3:34])[CH:26]=[C:27]([C:29]([F:30])([F:31])[F:32])[CH:28]=1. The catalyst class is: 9.